Dataset: Reaction yield outcomes from USPTO patents with 853,638 reactions. Task: Predict the reaction yield, written as a fraction of the theoretical maximum amount of product (1.0 means a 100% yield; for example, 0.34 means a 34% yield). (1) The reactants are [C:1]([C:3]1[CH:4]=[C:5]2[C:9](=[CH:10][CH:11]=1)[N:8]([S:12]([C:15]1[CH:20]=[CH:19][C:18]([O:21][CH3:22])=[CH:17][C:16]=1[O:23][CH3:24])(=[O:14])=[O:13])[C:7](=[O:25])[C@@:6]2([NH:35][C:36]([N:38]1[CH2:43][CH2:42][N:41]([CH:44]2[CH2:49][CH2:48][NH:47][CH2:46][CH2:45]2)[CH2:40][CH2:39]1)=[O:37])[C:26]1[C:27]([O:32][CH2:33][CH3:34])=[N:28][CH:29]=[CH:30][CH:31]=1)#[N:2].[O:50]1[CH2:53][C:52](=O)[CH2:51]1.[O-]S([O-])(=O)=O.[Na+].[Na+].[Na].[OH-].[Na+]. The catalyst is ClCCl.O.C(O)(=O)C. The product is [C:1]([C:3]1[CH:4]=[C:5]2[C:9](=[CH:10][CH:11]=1)[N:8]([S:12]([C:15]1[CH:20]=[CH:19][C:18]([O:21][CH3:22])=[CH:17][C:16]=1[O:23][CH3:24])(=[O:14])=[O:13])[C:7](=[O:25])[C@@:6]2([NH:35][C:36]([N:38]1[CH2:43][CH2:42][N:41]([CH:44]2[CH2:45][CH2:46][N:47]([CH:52]3[CH2:53][O:50][CH2:51]3)[CH2:48][CH2:49]2)[CH2:40][CH2:39]1)=[O:37])[C:26]1[C:27]([O:32][CH2:33][CH3:34])=[N:28][CH:29]=[CH:30][CH:31]=1)#[N:2]. The yield is 0.244. (2) The reactants are [CH2:1]([NH:4][CH2:5][CH:6]=[CH2:7])[CH:2]=[CH2:3].C(N(CC)CC)C.[C:15](Cl)(=[O:21])[CH2:16][CH2:17][CH2:18][CH2:19][CH3:20]. The catalyst is ClCCl. The product is [CH2:1]([N:4]([CH2:5][CH:6]=[CH2:7])[C:15](=[O:21])[CH2:16][CH2:17][CH2:18][CH2:19][CH3:20])[CH:2]=[CH2:3]. The yield is 0.640. (3) The reactants are [F:1][C:2]1[CH:7]=[CH:6][CH:5]=[C:4]([F:8])[C:3]=1[C:9]1[S:10][CH:11]=[C:12]([C:14]([NH:16][C:17]2[CH:18]=[N:19][CH:20]=[CH:21][C:22]=2[CH:23]2[CH2:28][CH:27]([NH:29][C:30](=[O:36])[O:31][C:32]([CH3:35])([CH3:34])[CH3:33])[CH:26](O)[CH:25]([CH3:38])[CH2:24]2)=[O:15])[N:13]=1.CCN(S(F)(F)[F:45])CC. The catalyst is C(Cl)Cl. The product is [F:8][C:4]1[CH:5]=[CH:6][CH:7]=[C:2]([F:1])[C:3]=1[C:9]1[S:10][CH:11]=[C:12]([C:14]([NH:16][C:17]2[CH:18]=[N:19][CH:20]=[CH:21][C:22]=2[CH:23]2[CH2:28][CH:27]([NH:29][C:30](=[O:36])[O:31][C:32]([CH3:34])([CH3:35])[CH3:33])[CH:26]([F:45])[CH:25]([CH3:38])[CH2:24]2)=[O:15])[N:13]=1. The yield is 0.600. (4) The reactants are Br[C:2]1[CH:3]=[C:4]2[C:8](=[C:9]([C:11]([NH2:13])=[O:12])[CH:10]=1)[NH:7][CH:6]=[C:5]2[CH:14]1[CH2:19][CH2:18][CH2:17][S:16](=[O:21])(=[O:20])[CH2:15]1.[O:22]1[CH:26]=[CH:25][C:24](B(O)O)=[CH:23]1.C(=O)([O-])[O-].[K+].[K+]. The catalyst is O1CCOCC1.O.C1C=CC(P(C2C=CC=CC=2)[C-]2C=CC=C2)=CC=1.C1C=CC(P(C2C=CC=CC=2)[C-]2C=CC=C2)=CC=1.Cl[Pd]Cl.[Fe+2]. The product is [O:20]=[S:16]1(=[O:21])[CH2:17][CH2:18][CH2:19][CH:14]([C:5]2[C:4]3[C:8](=[C:9]([C:11]([NH2:13])=[O:12])[CH:10]=[C:2]([C:24]4[CH:25]=[CH:26][O:22][CH:23]=4)[CH:3]=3)[NH:7][CH:6]=2)[CH2:15]1. The yield is 0.450. (5) The reactants are CC(C)=CC[O:5][C:6]1[CH:16]=[CH:15][C:9]([C:10]([O:12][CH2:13][CH3:14])=[O:11])=[CH:8][CH:7]=1. The catalyst is C1(OC)C=CC=CC=1. The product is [CH3:7][CH:8]([C:16]1[CH:15]=[C:9]([CH:8]=[CH:7][C:6]=1[OH:5])[C:10]([O:12][CH2:13][CH3:14])=[O:11])[C:9]([CH3:15])=[CH2:10]. The yield is 0.270. (6) The reactants are [C:1]([O:4][CH2:5][C:6]1[C:11](B2OC(C)(C)C(C)(C)O2)=[CH:10][CH:9]=[CH:8][C:7]=1[N:21]1[N:30]=[CH:29][C:28]2[C:23](=[C:24]([F:35])[CH:25]=[C:26]([C:31]([CH3:34])([CH3:33])[CH3:32])[CH:27]=2)[C:22]1=[O:36])(=[O:3])[CH3:2].[N:37]1([CH2:41][C:42]2[N:46]([CH3:47])[N:45]=[C:44]([NH:48][C:49]3[C:50](=[O:57])[N:51]([CH3:56])[N:52]=[C:53](Cl)[CH:54]=3)[CH:43]=2)[CH2:40][CH2:39][CH2:38]1.P([O-])([O-])([O-])=O.[K+].[K+].[K+].C1(P(C2CCCCC2)C2C=CC=CC=2C2C(C(C)C)=CC(C(C)C)=CC=2C(C)C)CCCCC1.[Cl-].[NH4+]. The catalyst is C(O)CCC.O.[Pd].[Pd].C(=CC(C=CC1C=CC=CC=1)=O)C1C=CC=CC=1.C(=CC(C=CC1C=CC=CC=1)=O)C1C=CC=CC=1. The product is [N:37]1([CH2:41][C:42]2[N:46]([CH3:47])[N:45]=[C:44]([NH:48][C:49]3[C:50](=[O:57])[N:51]([CH3:56])[N:52]=[C:53]([C:11]4[CH:10]=[CH:9][CH:8]=[C:7]([N:21]5[N:30]=[CH:29][C:28]6[C:23](=[C:24]([F:35])[CH:25]=[C:26]([C:31]([CH3:33])([CH3:34])[CH3:32])[CH:27]=6)[C:22]5=[O:36])[C:6]=4[CH2:5][O:4][C:1](=[O:3])[CH3:2])[CH:54]=3)[CH:43]=2)[CH2:40][CH2:39][CH2:38]1. The yield is 0.320. (7) The reactants are C([N:5]1[C:10](=[O:11])[C:9]([Cl:12])=[C:8]([O:13][CH2:14][C:15]2[CH:20]=[CH:19][C:18]([CH2:21][CH2:22][CH2:23][CH2:24][OH:25])=[CH:17][CH:16]=2)[CH:7]=[N:6]1)(C)(C)C.[C:26]1([CH3:36])[CH:31]=[CH:30][C:29]([S:32](Cl)(=[O:34])=[O:33])=[CH:28][CH:27]=1.C(N([CH:43]([CH3:45])[CH3:44])CC)(C)C.Cl[CH2:47]Cl. The catalyst is CN(C)C1C=CN=CC=1.C(OCC)(=O)C.CCCCC.C(OCC)(=O)C. The product is [C:43]([CH:14]([O:13][C:8]1[CH:7]=[N:6][NH:5][C:10](=[O:11])[C:9]=1[Cl:12])[C:15]1[CH:16]=[CH:17][C:18]([CH2:21][CH2:22][CH2:23][CH2:24][O:25][S:32]([C:29]2[CH:30]=[CH:31][C:26]([CH3:36])=[CH:27][CH:28]=2)(=[O:34])=[O:33])=[CH:19][CH:20]=1)([CH3:45])([CH3:47])[CH3:44]. The yield is 0.690. (8) The reactants are Br[C:2]1[C:11]2[C:6](=[C:7]([F:12])[CH:8]=[CH:9][CH:10]=2)[N:5]=[C:4]([C:13]([O:15]C)=[O:14])[CH:3]=1.[F:17][C:18]1[CH:23]=[CH:22][C:21](B(O)O)=[CH:20][CH:19]=1.C([O-])([O-])=O.[Na+].[Na+].C(=O)([O-])O.[Na+]. The catalyst is C1C=CC([P]([Pd]([P](C2C=CC=CC=2)(C2C=CC=CC=2)C2C=CC=CC=2)([P](C2C=CC=CC=2)(C2C=CC=CC=2)C2C=CC=CC=2)[P](C2C=CC=CC=2)(C2C=CC=CC=2)C2C=CC=CC=2)(C2C=CC=CC=2)C2C=CC=CC=2)=CC=1.O1CCOCC1. The product is [F:12][C:7]1[CH:8]=[CH:9][CH:10]=[C:11]2[C:6]=1[N:5]=[C:4]([C:13]([OH:15])=[O:14])[CH:3]=[C:2]2[C:21]1[CH:22]=[CH:23][C:18]([F:17])=[CH:19][CH:20]=1. The yield is 1.00. (9) The catalyst is [Cu]I.C1C=CC(P(C2C=CC=CC=2)C2C=CC=CC=2)=CC=1.C1C=CC(P(C2C=CC=CC=2)C2C=CC=CC=2)=CC=1.Cl[Pd]Cl.C(OCC)(=O)C. The reactants are [NH2:1][C:2]1[N:7]=[C:6]([CH3:8])[C:5](Br)=[CH:4][CH:3]=1.[CH3:10][Si:11]([C:14]#[CH:15])([CH3:13])[CH3:12].O1CCOCC1.O. The yield is 0.570. The product is [CH3:8][C:6]1[N:7]=[C:2]([NH2:1])[CH:3]=[CH:4][C:5]=1[C:15]#[C:14][Si:11]([CH3:13])([CH3:12])[CH3:10]. (10) The reactants are N#N.[C:3]1([CH2:9][O:10][C:11]2[CH:16]=[CH:15][C:14](B(O)O)=[CH:13][CH:12]=2)[CH:8]=[CH:7][CH:6]=[CH:5][CH:4]=1.Br.Br[C:22]1[CH:27]=[CH:26][N:25]=[CH:24][CH:23]=1.C([O-])([O-])=O.[Na+].[Na+]. The catalyst is CC#N.C1C=CC([P]([Pd]([P](C2C=CC=CC=2)(C2C=CC=CC=2)C2C=CC=CC=2)([P](C2C=CC=CC=2)(C2C=CC=CC=2)C2C=CC=CC=2)[P](C2C=CC=CC=2)(C2C=CC=CC=2)C2C=CC=CC=2)(C2C=CC=CC=2)C2C=CC=CC=2)=CC=1. The product is [C:3]1([CH2:9][O:10][C:11]2[CH:16]=[CH:15][C:14]([C:22]3[CH:27]=[CH:26][N:25]=[CH:24][CH:23]=3)=[CH:13][CH:12]=2)[CH:8]=[CH:7][CH:6]=[CH:5][CH:4]=1. The yield is 0.940.